Predict the product of the given reaction. From a dataset of Forward reaction prediction with 1.9M reactions from USPTO patents (1976-2016). (1) Given the reactants [CH3:1][O:2][CH2:3][CH2:4][O:5][C:6]1[CH:7]=[N:8][C:9]2[C:14]([CH:15]=1)=[CH:13][C:12]([CH:16]=[O:17])=[CH:11][CH:10]=2.[CH2:18]1COCC1.C[Mg]Br, predict the reaction product. The product is: [CH3:1][O:2][CH2:3][CH2:4][O:5][C:6]1[CH:7]=[N:8][C:9]2[C:14]([CH:15]=1)=[CH:13][C:12]([CH:16]([OH:17])[CH3:18])=[CH:11][CH:10]=2. (2) Given the reactants C(#N)C.[Br:4][C:5]1[CH:10]=[C:9]([Cl:11])[CH:8]=[CH:7][C:6]=1[N:12]1[CH:16]=[CH:15][CH:14]=[N:13]1.[F:17][B-](F)(F)F.F[B-](F)(F)F.ClC[N+]12CC[N+](F)(CC1)CC2, predict the reaction product. The product is: [Br:4][C:5]1[CH:10]=[C:9]([Cl:11])[CH:8]=[CH:7][C:6]=1[N:12]1[CH:16]=[C:15]([F:17])[CH:14]=[N:13]1. (3) Given the reactants F[C:2]1[CH:9]=[CH:8][CH:7]=[CH:6][C:3]=1[CH:4]=[O:5].[Na+].[C:11]1([S:17]([O-:19])=[O:18])[CH:16]=[CH:15][CH:14]=[CH:13][CH:12]=1.O, predict the reaction product. The product is: [C:11]1([S:17]([C:2]2[CH:9]=[CH:8][CH:7]=[CH:6][C:3]=2[CH:4]=[O:5])(=[O:19])=[O:18])[CH:16]=[CH:15][CH:14]=[CH:13][CH:12]=1. (4) Given the reactants [F:1][C:2]1[CH:3]=[C:4]([CH3:11])[CH:5]=[CH:6][C:7]=1[N+:8]([O-:10])=[O:9].[OH2:12].[OH2:13].[Cr](O[Cr]([O-])(=O)=O)([O-])(=O)=O.[Na+].[Na+].S(=O)(=O)(O)O.CCCCCC, predict the reaction product. The product is: [F:1][C:2]1[CH:3]=[C:4]([CH:5]=[CH:6][C:7]=1[N+:8]([O-:10])=[O:9])[C:11]([OH:13])=[O:12]. (5) Given the reactants C([O-])(O)=O.[Na+].[Cl:6][C:7]1[CH:12]=[CH:11][C:10]([NH:13][C:14](=[O:18])[C:15]([CH3:17])=[CH2:16])=[CH:9][C:8]=1[C:19]([F:22])([F:21])[F:20].I[C:24]1[CH:25]=[C:26]([OH:30])[CH:27]=[CH:28][CH:29]=1, predict the reaction product. The product is: [Cl:6][C:7]1[CH:12]=[CH:11][C:10]([NH:13][C:14](=[O:18])/[C:15](/[CH3:17])=[CH:16]/[C:24]2[CH:29]=[CH:28][CH:27]=[C:26]([OH:30])[CH:25]=2)=[CH:9][C:8]=1[C:19]([F:20])([F:21])[F:22]. (6) The product is: [N+:16]([C:5]1[CH:6]=[CH:7][C:2]([CH2:1][C:8]2([NH:11][C:12](=[O:15])[CH2:13][CH3:14])[CH2:9][CH2:10]2)=[CH:3][CH:4]=1)([O-:18])=[O:17]. Given the reactants [CH2:1]([C:8]1([NH:11][C:12](=[O:15])[CH2:13][CH3:14])[CH2:10][CH2:9]1)[C:2]1[CH:7]=[CH:6][CH:5]=[CH:4][CH:3]=1.[N+:16]([O-])([O-:18])=[O:17].[K+].[OH-].[Na+], predict the reaction product. (7) Given the reactants [Cl:1][C:2]1[CH:7]=[C:6]([O:8][C:9]2[C:18]3[C:13](=[CH:14][C:15]([O:20][CH3:21])=[C:16]([OH:19])[CH:17]=3)[N:12]=[CH:11][N:10]=2)[CH:5]=[CH:4][C:3]=1[NH:22][C:23]([NH:25][CH2:26][CH2:27][CH3:28])=[O:24].C(=O)([O-])[O-].[K+].[K+].[Br:35][CH2:36][CH2:37][CH2:38]Br, predict the reaction product. The product is: [Br:35][CH2:36][CH2:37][CH2:38][O:19][C:16]1[CH:17]=[C:18]2[C:13](=[CH:14][C:15]=1[O:20][CH3:21])[N:12]=[CH:11][N:10]=[C:9]2[O:8][C:6]1[CH:5]=[CH:4][C:3]([NH:22][C:23]([NH:25][CH2:26][CH2:27][CH3:28])=[O:24])=[C:2]([Cl:1])[CH:7]=1.